This data is from Catalyst prediction with 721,799 reactions and 888 catalyst types from USPTO. The task is: Predict which catalyst facilitates the given reaction. (1) Reactant: [H-].[Na+].[C:3]([O:7][C:8]([N:10]1[CH2:15][CH2:14][CH:13]([OH:16])[CH2:12][CH2:11]1)=[O:9])([CH3:6])([CH3:5])[CH3:4].C1COCC1.Cl[C:23]1[N:28]=[CH:27][N:26]=[C:25]2[N:29]([C:32]3[CH:37]=[CH:36][C:35]([S:38]([CH3:41])(=[O:40])=[O:39])=[CH:34][C:33]=3[F:42])[N:30]=[CH:31][C:24]=12. Product: [C:3]([O:7][C:8]([N:10]1[CH2:15][CH2:14][CH:13]([O:16][C:23]2[N:28]=[CH:27][N:26]=[C:25]3[N:29]([C:32]4[CH:37]=[CH:36][C:35]([S:38]([CH3:41])(=[O:40])=[O:39])=[CH:34][C:33]=4[F:42])[N:30]=[CH:31][C:24]=23)[CH2:12][CH2:11]1)=[O:9])([CH3:6])([CH3:4])[CH3:5]. The catalyst class is: 2. (2) Reactant: [NH2:1][C:2]1[CH:3]=[C:4]([CH:10]=[C:11]([C:13]2[CH2:17][CH2:16][CH2:15][C:14]=2[C:18]2[C:19]([O:28]CC3C=CC=CC=3)=[N:20][CH:21]=[C:22]([C:24]([F:27])([F:26])[F:25])[CH:23]=2)[CH:12]=1)[C:5]([O:7][CH2:8][CH3:9])=[O:6].[C:36](=[O:39])([O-])O.[Na+]. Product: [OH:28][C:19]1[C:18]([C:14]2[CH2:15][CH2:16][CH2:17][C:13]=2[C:11]2[CH:12]=[C:2]([NH:1][C:36](=[O:39])[C:24]([F:27])([F:26])[F:25])[CH:3]=[C:4]([CH:10]=2)[C:5]([O:7][CH2:8][CH3:9])=[O:6])=[CH:23][C:22]([C:24]([F:25])([F:26])[F:27])=[CH:21][N:20]=1. The catalyst class is: 55.